From a dataset of Catalyst prediction with 721,799 reactions and 888 catalyst types from USPTO. Predict which catalyst facilitates the given reaction. (1) Reactant: [OH:1][C:2]1[N:3]=[C:4]2[CH:12]=[CH:11][CH:10]=[CH:9][N:5]2[C:6](=[O:8])[CH:7]=1.Br[CH2:14][CH2:15][CH3:16].C(=O)([O-])[O-].[Cs+].[Cs+]. Product: [CH2:14]([O:1][C:2]1[N:3]=[C:4]2[CH:12]=[CH:11][CH:10]=[CH:9][N:5]2[C:6](=[O:8])[CH:7]=1)[CH2:15][CH3:16]. The catalyst class is: 21. (2) Reactant: [BH4-].[Na+].[CH2:3]([N:10]=[CH:11][C:12]1[CH:17]=[CH:16][CH:15]=[CH:14][C:13]=1[OH:18])[C:4]1[CH:9]=[CH:8][CH:7]=[CH:6][CH:5]=1.O.[BH4-]. Product: [CH2:3]([NH:10][CH2:11][C:12]1[CH:17]=[CH:16][CH:15]=[CH:14][C:13]=1[OH:18])[C:4]1[CH:5]=[CH:6][CH:7]=[CH:8][CH:9]=1. The catalyst class is: 41. (3) Reactant: [F-].C([N+](CCCC)(CCCC)CCCC)CCC.[Br:19][C:20]1[CH:21]=[C:22]2[C:26](=[CH:27][C:28]=1[C:29]1[CH:34]=[CH:33][C:32]([O:35][CH2:36][C:37]3[CH:42]=[CH:41][CH:40]=[CH:39][CH:38]=3)=[CH:31][CH:30]=1)[N:25](COCC[Si](C)(C)C)[N:24]=[C:23]2[NH:51][C:52](=[O:56])[CH2:53][CH2:54][CH3:55].C(OCC)(=O)C. Product: [Br:19][C:20]1[CH:21]=[C:22]2[C:26](=[CH:27][C:28]=1[C:29]1[CH:34]=[CH:33][C:32]([O:35][CH2:36][C:37]3[CH:42]=[CH:41][CH:40]=[CH:39][CH:38]=3)=[CH:31][CH:30]=1)[NH:25][N:24]=[C:23]2[NH:51][C:52](=[O:56])[CH2:53][CH2:54][CH3:55]. The catalyst class is: 7.